The task is: Predict which catalyst facilitates the given reaction.. This data is from Catalyst prediction with 721,799 reactions and 888 catalyst types from USPTO. Reactant: CS(O[CH2:6][C:7]1([CH2:36]OS(C)(=O)=O)[CH2:10][C:9]([CH2:33][C:34]#[N:35])([N:11]2[CH:15]=[C:14]([C:16]3[C:17]4[CH:24]=[CH:23][N:22]([CH2:25][O:26][CH2:27][CH2:28][Si:29]([CH3:32])([CH3:31])[CH3:30])[C:18]=4[N:19]=[CH:20][N:21]=3)[CH:13]=[N:12]2)[CH2:8]1)(=O)=O.[BH4-].[Na+]. Product: [CH3:6][C:7]1([CH3:36])[CH2:8][C:9]([CH2:33][C:34]#[N:35])([N:11]2[CH:15]=[C:14]([C:16]3[C:17]4[CH:24]=[CH:23][N:22]([CH2:25][O:26][CH2:27][CH2:28][Si:29]([CH3:31])([CH3:30])[CH3:32])[C:18]=4[N:19]=[CH:20][N:21]=3)[CH:13]=[N:12]2)[CH2:10]1. The catalyst class is: 3.